From a dataset of Catalyst prediction with 721,799 reactions and 888 catalyst types from USPTO. Predict which catalyst facilitates the given reaction. Product: [Br:34][CH2:2][CH2:3][CH2:4][CH:5]1[C:14]2[C:9](=[CH:10][CH:11]=[CH:12][CH:13]=2)[CH2:8][CH2:7][CH2:6]1. Reactant: O[CH2:2][CH2:3][CH2:4][CH:5]1[C:14]2[C:9](=[CH:10][CH:11]=[CH:12][CH:13]=2)[CH2:8][CH2:7][CH2:6]1.C1(P(C2C=CC=CC=2)C2C=CC=CC=2)C=CC=CC=1.[Br:34]N1C(=O)CCC1=O. The catalyst class is: 2.